Dataset: Full USPTO retrosynthesis dataset with 1.9M reactions from patents (1976-2016). Task: Predict the reactants needed to synthesize the given product. (1) Given the product [BrH:11].[Br-:11].[OH:36][C:23]([C:24]1[CH:29]=[CH:28][CH:27]=[CH:26][CH:25]=1)([C:30]1[CH:35]=[CH:34][CH:33]=[CH:32][CH:31]=1)[C:22]([O:21][C@@H:15]1[CH:16]2[CH2:17][CH2:18][N+:13]([CH2:10][CH2:9][NH:7][CH3:6])([CH2:20][CH2:19]2)[CH2:14]1)=[O:37], predict the reactants needed to synthesize it. The reactants are: C(O[C:6](=O)[N:7]([CH2:9][CH2:10][Br:11])C)(C)(C)C.[N:13]12[CH2:20][CH2:19][CH:16]([CH2:17][CH2:18]1)[C@@H:15]([O:21][C:22](=[O:37])[C:23]([OH:36])([C:30]1[CH:35]=[CH:34][CH:33]=[CH:32][CH:31]=1)[C:24]1[CH:29]=[CH:28][CH:27]=[CH:26][CH:25]=1)[CH2:14]2. (2) Given the product [CH2:1]([O:3][C:4]([C@H:6]1[CH2:10][CH2:9][CH2:8][N:7]1[C:11](=[O:20])[CH2:12][C:13]1[CH:18]=[CH:17][CH:16]=[C:15]([O:19][CH2:28][C:29]2[N:30]=[C:31]([C:35]3[CH:40]=[CH:39][CH:38]=[CH:37][CH:36]=3)[O:32][C:33]=2[CH3:34])[CH:14]=1)=[O:5])[CH3:2], predict the reactants needed to synthesize it. The reactants are: [CH2:1]([O:3][C:4]([C@H:6]1[CH2:10][CH2:9][CH2:8][N:7]1[C:11](=[O:20])[CH2:12][C:13]1[CH:18]=[CH:17][CH:16]=[C:15]([OH:19])[CH:14]=1)=[O:5])[CH3:2].C(=O)([O-])[O-].[K+].[K+].Cl[CH2:28][C:29]1[N:30]=[C:31]([C:35]2[CH:40]=[CH:39][CH:38]=[CH:37][CH:36]=2)[O:32][C:33]=1[CH3:34].